Dataset: Peptide-MHC class II binding affinity with 134,281 pairs from IEDB. Task: Regression. Given a peptide amino acid sequence and an MHC pseudo amino acid sequence, predict their binding affinity value. This is MHC class II binding data. (1) The MHC is DRB1_0802 with pseudo-sequence DRB1_0802. The binding affinity (normalized) is 0.563. The peptide sequence is EEFTRKVRSNAAIGA. (2) The peptide sequence is NVMVDGVQLPPQEKA. The MHC is DRB1_0101 with pseudo-sequence DRB1_0101. The binding affinity (normalized) is 0.787. (3) The peptide sequence is KPLLIIAEDVEGEY. The MHC is HLA-DPA10201-DPB11401 with pseudo-sequence HLA-DPA10201-DPB11401. The binding affinity (normalized) is 0.323. (4) The peptide sequence is IGGPVSSHNHIPGYK. The MHC is HLA-DQA10102-DQB10501 with pseudo-sequence HLA-DQA10102-DQB10501. The binding affinity (normalized) is 0. (5) The peptide sequence is DQYKDLCHMHTGVVV. The MHC is DRB1_0101 with pseudo-sequence DRB1_0101. The binding affinity (normalized) is 0.722. (6) The peptide sequence is EVELREHGSDEWVAM. The MHC is DRB1_1602 with pseudo-sequence DRB1_1602. The binding affinity (normalized) is 0.519. (7) The peptide sequence is GEPIRFLLSYGEKDF. The MHC is HLA-DPA10103-DPB10301 with pseudo-sequence HLA-DPA10103-DPB10301. The binding affinity (normalized) is 0.479.